The task is: Regression. Given a peptide amino acid sequence and an MHC pseudo amino acid sequence, predict their binding affinity value. This is MHC class II binding data.. This data is from Peptide-MHC class II binding affinity with 134,281 pairs from IEDB. (1) The peptide sequence is GRRGAAEVLVVLSEL. The MHC is DRB1_1301 with pseudo-sequence DRB1_1301. The binding affinity (normalized) is 0.291. (2) The peptide sequence is KIPGGAMYADDTAGWDT. The MHC is DRB4_0101 with pseudo-sequence DRB4_0103. The binding affinity (normalized) is 0.436. (3) The peptide sequence is EIPSFRWTQSLRRGL. The MHC is DRB1_0401 with pseudo-sequence DRB1_0401. The binding affinity (normalized) is 0.581. (4) The peptide sequence is ETAYFILKLAGRWPVKVI. The MHC is DRB1_0301 with pseudo-sequence DRB1_0301. The binding affinity (normalized) is 0.500. (5) The peptide sequence is AAATALTTVYGAFAA. The MHC is HLA-DQA10501-DQB10301 with pseudo-sequence HLA-DQA10501-DQB10301. The binding affinity (normalized) is 0.602. (6) The peptide sequence is MHHWLLFEMSRHSLE. The MHC is DRB1_0404 with pseudo-sequence DRB1_0404. The binding affinity (normalized) is 0.607. (7) The peptide sequence is LGHDGTVWAQSADFP. The MHC is HLA-DQA10102-DQB10502 with pseudo-sequence HLA-DQA10102-DQB10502. The binding affinity (normalized) is 0.154. (8) The peptide sequence is SEPGKYTAYEGQRVVF. The MHC is HLA-DQA10101-DQB10501 with pseudo-sequence HLA-DQA10101-DQB10501. The binding affinity (normalized) is 0.298.